From a dataset of Reaction yield outcomes from USPTO patents with 853,638 reactions. Predict the reaction yield, written as a fraction of the theoretical maximum amount of product (1.0 means a 100% yield; for example, 0.34 means a 34% yield). (1) The reactants are [CH2:1]([CH:3]=[CH:4][PH:5](=[O:7])[OH:6])[CH3:2].[CH2:8](O)[CH2:9][CH2:10][CH2:11][OH:12]. The catalyst is C1(C)C=CC=CC=1. The product is [CH2:1]([CH:3]=[CH:4][PH:5](=[O:6])[O:7][CH2:8][CH2:9][CH2:10][CH2:11][OH:12])[CH3:2]. The yield is 0.900. (2) The yield is 0.0900. The reactants are [F:1][C:2]1[CH:3]=[C:4]([C:25]([O:27]CC)=O)[C:5]2[C:6](=O)[CH:7]([C:18]3[N:19]([CH3:23])[CH:20]=[CH:21][N:22]=3)[CH:8]([C:12]3[CH:17]=[CH:16][CH:15]=[CH:14][CH:13]=3)[NH:9][C:10]=2[CH:11]=1.O.[NH2:31][NH2:32]. The catalyst is CO. The product is [F:1][C:2]1[CH:11]=[C:10]2[NH:9][CH:8]([C:12]3[CH:13]=[CH:14][CH:15]=[CH:16][CH:17]=3)[CH:7]([C:18]3[N:19]([CH3:23])[CH:20]=[CH:21][N:22]=3)[C:6]3=[N:31][NH:32][C:25](=[O:27])[C:4]([CH:3]=1)=[C:5]23. (3) The yield is 0.880. The product is [F:7][C:8]1[CH:30]=[C:29]([F:31])[CH:28]=[CH:27][C:9]=1[O:10][C:11]1[N:16]=[CH:15][C:14]([NH:17][S:3]([CH2:1][CH3:2])(=[O:5])=[O:4])=[CH:13][C:12]=1[B:18]1[O:22][C:21]([CH3:23])([CH3:24])[C:20]([CH3:25])([CH3:26])[O:19]1. The reactants are [CH2:1]([S:3](Cl)(=[O:5])=[O:4])[CH3:2].[F:7][C:8]1[CH:30]=[C:29]([F:31])[CH:28]=[CH:27][C:9]=1[O:10][C:11]1[N:16]=[CH:15][C:14]([NH2:17])=[CH:13][C:12]=1[B:18]1[O:22][C:21]([CH3:24])([CH3:23])[C:20]([CH3:26])([CH3:25])[O:19]1.N1C=CC=CC=1.O. The catalyst is C(Cl)Cl. (4) The reactants are [F:1][C:2]1[CH:8]=[CH:7][C:5]([NH2:6])=[CH:4][C:3]=1[O:9]C.B(Br)(Br)Br. The catalyst is ClCCl. The product is [NH2:6][C:5]1[CH:7]=[CH:8][C:2]([F:1])=[C:3]([OH:9])[CH:4]=1. The yield is 0.930.